Task: Regression. Given two drug SMILES strings and cell line genomic features, predict the synergy score measuring deviation from expected non-interaction effect.. Dataset: NCI-60 drug combinations with 297,098 pairs across 59 cell lines (1) Drug 1: C1CNP(=O)(OC1)N(CCCl)CCCl. Drug 2: C1CCC(C(C1)N)N.C(=O)(C(=O)[O-])[O-].[Pt+4]. Cell line: T-47D. Synergy scores: CSS=-4.29, Synergy_ZIP=-3.50, Synergy_Bliss=-9.61, Synergy_Loewe=-22.2, Synergy_HSA=-11.8. (2) Drug 1: CS(=O)(=O)C1=CC(=C(C=C1)C(=O)NC2=CC(=C(C=C2)Cl)C3=CC=CC=N3)Cl. Drug 2: CC1CCC2CC(C(=CC=CC=CC(CC(C(=O)C(C(C(=CC(C(=O)CC(OC(=O)C3CCCCN3C(=O)C(=O)C1(O2)O)C(C)CC4CCC(C(C4)OC)O)C)C)O)OC)C)C)C)OC. Cell line: OVCAR3. Synergy scores: CSS=23.2, Synergy_ZIP=3.37, Synergy_Bliss=5.51, Synergy_Loewe=-0.767, Synergy_HSA=5.96. (3) Drug 1: CC1C(C(CC(O1)OC2CC(OC(C2O)C)OC3=CC4=CC5=C(C(=O)C(C(C5)C(C(=O)C(C(C)O)O)OC)OC6CC(C(C(O6)C)O)OC7CC(C(C(O7)C)O)OC8CC(C(C(O8)C)O)(C)O)C(=C4C(=C3C)O)O)O)O. Drug 2: C(CCl)NC(=O)N(CCCl)N=O. Cell line: SK-MEL-5. Synergy scores: CSS=10.7, Synergy_ZIP=-2.30, Synergy_Bliss=-2.64, Synergy_Loewe=-12.3, Synergy_HSA=-1.90.